From a dataset of Peptide-MHC class I binding affinity with 185,985 pairs from IEDB/IMGT. Regression. Given a peptide amino acid sequence and an MHC pseudo amino acid sequence, predict their binding affinity value. This is MHC class I binding data. (1) The peptide sequence is GSDKQVVGQ. The MHC is HLA-A31:01 with pseudo-sequence HLA-A31:01. The binding affinity (normalized) is 0.0847. (2) The peptide sequence is EVATRFNTM. The MHC is HLA-A02:01 with pseudo-sequence HLA-A02:01. The binding affinity (normalized) is 0.0847.